From a dataset of Forward reaction prediction with 1.9M reactions from USPTO patents (1976-2016). Predict the product of the given reaction. (1) Given the reactants O.[NH2:2][NH2:3].Cl[C:5]1[CH:10]=[C:9]([CH3:11])[CH:8]=[CH:7][N:6]=1, predict the reaction product. The product is: [NH:2]([C:5]1[CH:10]=[C:9]([CH3:11])[CH:8]=[CH:7][N:6]=1)[NH2:3]. (2) Given the reactants [Cl:1][C:2]1[NH:3][C:4]([NH:11][CH2:12][CH2:13][C:14]2[CH:18]=[CH:17][S:16][CH:15]=2)=[C:5]([F:10])[C:6](=[N:8][NH2:9])[N:7]=1.[CH:19]1([CH2:24][C@H:25]([CH2:29][N:30]([CH:38]=[O:39])[O:31][CH:32]2[CH2:37][CH2:36][CH2:35][CH2:34][O:33]2)[C:26](O)=[O:27])[CH2:23][CH2:22][CH2:21][CH2:20]1.CN1CCOCC1.C1C=NC2N(O)N=NC=2C=1.C(Cl)CCl, predict the reaction product. The product is: [Cl:1][C:2]1[N:7]=[C:6]([NH:8][NH:9][C:26](=[O:27])[C@H:25]([CH2:24][CH:19]2[CH2:20][CH2:21][CH2:22][CH2:23]2)[CH2:29][N:30]([O:31][CH:32]2[CH2:37][CH2:36][CH2:35][CH2:34][O:33]2)[CH:38]=[O:39])[C:5]([F:10])=[C:4]([NH:11][CH2:12][CH2:13][C:14]2[CH:18]=[CH:17][S:16][CH:15]=2)[N:3]=1. (3) Given the reactants C([O:5][C:6](=[O:37])[CH2:7][N:8]1[C:16]2[C:11](=[CH:12][C:13]([O:17][CH2:18][CH2:19][C:20]3[C:21]([CH3:36])=[N:22][C:23]([C:26]4[CH:31]=[CH:30][C:29]([C:32]([F:35])([F:34])[F:33])=[CH:28][CH:27]=4)=[CH:24][CH:25]=3)=[CH:14][CH:15]=2)[CH:10]=[CH:9]1)(C)(C)C.[Li+].[OH-], predict the reaction product. The product is: [CH3:36][C:21]1[C:20]([CH2:19][CH2:18][O:17][C:13]2[CH:12]=[C:11]3[C:16](=[CH:15][CH:14]=2)[N:8]([CH2:7][C:6]([OH:37])=[O:5])[CH:9]=[CH:10]3)=[CH:25][CH:24]=[C:23]([C:26]2[CH:27]=[CH:28][C:29]([C:32]([F:34])([F:33])[F:35])=[CH:30][CH:31]=2)[N:22]=1. (4) Given the reactants [CH2:1]([C:7]1[NH:8][C:9]2[C:14]([CH:15]=1)=[CH:13][CH:12]=[CH:11][CH:10]=2)[CH2:2][CH2:3][CH2:4][CH2:5][CH3:6].[OH-].[K+].[O:18]1[C:23](=[O:24])[CH2:22][CH2:21][CH2:20][C:19]1=[O:25].[Cl-].[NH4+], predict the reaction product. The product is: [CH2:1]([C:7]1[N:8]([C:23](=[O:24])[CH2:22][CH2:21][CH2:20][C:19]([OH:25])=[O:18])[C:9]2[C:14]([CH:15]=1)=[CH:13][CH:12]=[CH:11][CH:10]=2)[CH2:2][CH2:3][CH2:4][CH2:5][CH3:6]. (5) Given the reactants [C:1]([O:5][C:6]([NH:8][CH2:9][CH:10]([C:16]1[CH:21]=[CH:20][C:19]([CH2:22][O:23][Si:24]([CH:31]([CH3:33])[CH3:32])([CH:28]([CH3:30])[CH3:29])[CH:25]([CH3:27])[CH3:26])=[CH:18][CH:17]=1)[C:11]([O:13]CC)=[O:12])=[O:7])([CH3:4])([CH3:3])[CH3:2].[OH-].[Na+].Cl, predict the reaction product. The product is: [C:1]([O:5][C:6]([NH:8][CH2:9][CH:10]([C:16]1[CH:17]=[CH:18][C:19]([CH2:22][O:23][Si:24]([CH:25]([CH3:27])[CH3:26])([CH:28]([CH3:30])[CH3:29])[CH:31]([CH3:32])[CH3:33])=[CH:20][CH:21]=1)[C:11]([OH:13])=[O:12])=[O:7])([CH3:4])([CH3:2])[CH3:3]. (6) Given the reactants [F:1][C:2]1[CH:7]=[C:6]([OH:8])[CH:5]=[C:4]([F:9])[C:3]=1[C:10]1[N:15]=[C:14]([C:16]([O:18][CH3:19])=[O:17])[CH:13]=[CH:12][C:11]=1[F:20].[CH2:21](O)[CH3:22].C1(P(C2C=CC=CC=2)C2C=CC=CC=2)C=CC=CC=1.N(C(OC(C)C)=O)=NC(OC(C)C)=O, predict the reaction product. The product is: [CH2:21]([O:8][C:6]1[CH:5]=[C:4]([F:9])[C:3]([C:10]2[N:15]=[C:14]([C:16]([O:18][CH3:19])=[O:17])[CH:13]=[CH:12][C:11]=2[F:20])=[C:2]([F:1])[CH:7]=1)[CH3:22].